This data is from Forward reaction prediction with 1.9M reactions from USPTO patents (1976-2016). The task is: Predict the product of the given reaction. (1) Given the reactants I[C:2]1[N:3]=[C:4]([CH3:15])[N:5]([C:7]2[CH:12]=[N:11][N:10]([CH3:13])[C:9](=[O:14])[CH:8]=2)[CH:6]=1.[C:16]([C:18]1[CH:23]=[CH:22][CH:21]=[C:20]([CH3:24])[CH:19]=1)#[CH:17], predict the reaction product. The product is: [CH3:13][N:10]1[C:9](=[O:14])[CH:8]=[C:7]([N:5]2[CH:6]=[C:2]([C:17]#[C:16][C:18]3[CH:19]=[C:20]([CH3:24])[CH:21]=[CH:22][CH:23]=3)[N:3]=[C:4]2[CH3:15])[CH:12]=[N:11]1. (2) Given the reactants Cl[CH2:2][CH2:3][CH2:4][S:5]([NH2:8])(=[O:7])=[O:6].[NH:9]1[CH2:14][CH2:13][O:12][CH2:11][CH2:10]1.C([O-])([O-])=O.[Na+].[Na+].[Na+].[I-], predict the reaction product. The product is: [N:9]1([CH2:2][CH2:3][CH2:4][S:5]([NH2:8])(=[O:7])=[O:6])[CH2:14][CH2:13][O:12][CH2:11][CH2:10]1. (3) Given the reactants [Br:1][C:2]1[C:10]([CH2:11]Br)=[CH:9][C:5]2[O:6][CH2:7][O:8][C:4]=2[CH:3]=1.[CH3:13][C:14]1[NH:18][N:17]=[C:16]([C:19]([O:21][CH2:22][CH3:23])=[O:20])[C:15]=1[N+:24]([O-:26])=[O:25].C([O-])([O-])=O.[Cs+].[Cs+].C([O-])(O)=O.[Na+], predict the reaction product. The product is: [Br:1][C:2]1[C:10]([CH2:11][N:18]2[C:14]([CH3:13])=[C:15]([N+:24]([O-:26])=[O:25])[C:16]([C:19]([O:21][CH2:22][CH3:23])=[O:20])=[N:17]2)=[CH:9][C:5]2[O:6][CH2:7][O:8][C:4]=2[CH:3]=1. (4) Given the reactants [Br:1][C:2]1[C:7]([CH3:8])=[CH:6][CH:5]=[CH:4][C:3]=1[CH3:9].[N+:10]([O-])([OH:12])=[O:11], predict the reaction product. The product is: [Br:1][C:2]1[C:7]([CH3:8])=[C:6]([N+:10]([O-:12])=[O:11])[CH:5]=[CH:4][C:3]=1[CH3:9]. (5) Given the reactants [CH3:1][O:2][C:3]1[CH:8]=[CH:7][CH:6]=[C:5]([O:9][CH3:10])[C:4]=1[CH:11]([NH:18][CH2:19][C:20]1[CH:21]=[N:22][C:23]2[C:28]([CH:29]=1)=[CH:27][CH:26]=[CH:25][CH:24]=2)[CH2:12][CH2:13][CH2:14][C:15]([OH:17])=O.CN(C(ON1N=NC2C=CC=NC1=2)=[N+](C)C)C.F[P-](F)(F)(F)(F)F.CCN(C(C)C)C(C)C.O, predict the reaction product. The product is: [CH3:10][O:9][C:5]1[CH:6]=[CH:7][CH:8]=[C:3]([O:2][CH3:1])[C:4]=1[CH:11]1[N:18]([CH2:19][C:20]2[CH:21]=[N:22][C:23]3[C:28]([CH:29]=2)=[CH:27][CH:26]=[CH:25][CH:24]=3)[C:15](=[O:17])[CH2:14][CH2:13][CH2:12]1.